This data is from Full USPTO retrosynthesis dataset with 1.9M reactions from patents (1976-2016). The task is: Predict the reactants needed to synthesize the given product. (1) Given the product [CH3:22][N:21]1[C:17]([N:14]2[CH:2]=[C:1]([C:3]3[CH:10]=[CH:9][C:6]([C:7]#[N:8])=[C:5]([N+:11]([O-:13])=[O:12])[CH:4]=3)[N:16]=[N:15]2)=[C:18]([C:30]([F:31])([F:33])[F:32])[C:19]([C:23]([F:28])([F:29])[C:24]([F:25])([F:27])[F:26])=[N:20]1, predict the reactants needed to synthesize it. The reactants are: [C:1]([C:3]1[CH:10]=[CH:9][C:6]([C:7]#[N:8])=[C:5]([N+:11]([O-:13])=[O:12])[CH:4]=1)#[CH:2].[N:14]([C:17]1[N:21]([CH3:22])[N:20]=[C:19]([C:23]([F:29])([F:28])[C:24]([F:27])([F:26])[F:25])[C:18]=1[C:30]([F:33])([F:32])[F:31])=[N+:15]=[N-:16].O=C1O[C@H]([C@H](CO)O)C([O-])=C1O.[Na+]. (2) Given the product [O:18]=[C:17]1[NH:16][CH:15]([C:12]2[CH:11]=[CH:10][C:9]([C:7]#[N:8])=[CH:14][CH:13]=2)[C:30]2[C:35](=[O:36])[CH2:34][CH:33]([C:37]3[S:38][CH:39]=[CH:40][CH:41]=3)[CH2:32][C:31]=2[N:19]1[C:20]1[CH:25]=[CH:24][CH:23]=[C:22]([C:26]([F:29])([F:27])[F:28])[CH:21]=1, predict the reactants needed to synthesize it. The reactants are: CC(C)([O-])C.[Na+].[C:7]([C:9]1[CH:14]=[CH:13][C:12]([CH:15]([C:30]2[C:35](=[O:36])[CH2:34][CH:33]([C:37]3[S:38][CH:39]=[CH:40][CH:41]=3)[CH2:32][C:31]=2OCC)[NH:16][C:17]([NH:19][C:20]2[CH:25]=[CH:24][CH:23]=[C:22]([C:26]([F:29])([F:28])[F:27])[CH:21]=2)=[O:18])=[CH:11][CH:10]=1)#[N:8].O.